The task is: Predict the reaction yield, written as a fraction of the theoretical maximum amount of product (1.0 means a 100% yield; for example, 0.34 means a 34% yield).. This data is from Reaction yield outcomes from USPTO patents with 853,638 reactions. (1) The reactants are [NH2:1][C@@H:2]1[CH2:7][CH2:6][N:5]([C:8]([O:10][C:11]([CH3:14])([CH3:13])[CH3:12])=[O:9])[CH2:4][C@H:3]1[F:15].[Cl:16][C:17]1[N:18]=[C:19]([C:24](O)=[O:25])[NH:20][C:21]=1[CH2:22][CH3:23].O.ON1C2C=CC=CC=2N=N1.CCN=C=NCCCN(C)C.Cl.C(N(CC)CC)C. No catalyst specified. The product is [Cl:16][C:17]1[N:18]=[C:19]([C:24]([NH:1][C@@H:2]2[CH2:7][CH2:6][N:5]([C:8]([O:10][C:11]([CH3:12])([CH3:14])[CH3:13])=[O:9])[CH2:4][C@H:3]2[F:15])=[O:25])[NH:20][C:21]=1[CH2:22][CH3:23]. The yield is 0.720. (2) The reactants are [CH3:1][O:2][C:3]1[CH:17]=[CH:16][C:6]([CH2:7][NH:8][C:9]2[CH:14]=[CH:13][C:12]([CH3:15])=[CH:11][N:10]=2)=[CH:5][CH:4]=1.CC(C)([O-])C.[K+].Br[C:25]1[C:26]2[N:27]([CH:32]=[CH:33][N:34]=2)[N:28]=[C:29]([Cl:31])[CH:30]=1. The catalyst is C1COCC1. The product is [Cl:31][C:29]1[CH:30]=[C:25]([N:8]([CH2:7][C:6]2[CH:5]=[CH:4][C:3]([O:2][CH3:1])=[CH:17][CH:16]=2)[C:9]2[CH:14]=[CH:13][C:12]([CH3:15])=[CH:11][N:10]=2)[C:26]2[N:27]([CH:32]=[CH:33][N:34]=2)[N:28]=1. The yield is 0.000560. (3) The reactants are [CH3:1][O:2][C:3]1[CH:4]=[C:5]2[C:10](=[CH:11][C:12]=1[O:13][CH3:14])[N:9]=[CH:8][N:7]=[C:6]2[O:15][C:16]1[CH:22]=[CH:21][C:19]([NH2:20])=[C:18]([CH3:23])[CH:17]=1.ClC(Cl)(O[C:28](=[O:34])OC(Cl)(Cl)Cl)Cl.[CH2:36]([NH2:40])[CH2:37][CH2:38][CH3:39].CO. The catalyst is C(Cl)(Cl)Cl.C(N(CC)CC)C. The product is [CH2:36]([NH:40][C:28]([NH:20][C:19]1[CH:21]=[CH:22][C:16]([O:15][C:6]2[C:5]3[C:10](=[CH:11][C:12]([O:13][CH3:14])=[C:3]([O:2][CH3:1])[CH:4]=3)[N:9]=[CH:8][N:7]=2)=[CH:17][C:18]=1[CH3:23])=[O:34])[CH2:37][CH2:38][CH3:39]. The yield is 0.560.